This data is from Full USPTO retrosynthesis dataset with 1.9M reactions from patents (1976-2016). The task is: Predict the reactants needed to synthesize the given product. (1) Given the product [C:1]1([C@H:7]([O:9][C:10]([NH:11][C:12]2[CH:13]=[N:14][O:15][C:16]=2[C:17]2[CH:22]=[CH:21][C:20]([C:34]3[CH:35]=[CH:36][C:31]([C:28]4([C:25]([OH:27])=[O:26])[CH2:30][CH2:29]4)=[CH:32][CH:33]=3)=[CH:19][CH:18]=2)=[O:24])[CH3:8])[CH:6]=[CH:5][CH:4]=[CH:3][CH:2]=1, predict the reactants needed to synthesize it. The reactants are: [C:1]1([C@H:7]([O:9][C:10](=[O:24])[NH:11][C:12]2[CH:13]=[N:14][O:15][C:16]=2[C:17]2[CH:22]=[CH:21][C:20](Br)=[CH:19][CH:18]=2)[CH3:8])[CH:6]=[CH:5][CH:4]=[CH:3][CH:2]=1.[C:25]([C:28]1([C:31]2[CH:36]=[CH:35][C:34](B(O)O)=[CH:33][CH:32]=2)[CH2:30][CH2:29]1)([OH:27])=[O:26]. (2) Given the product [Cl:1][C:2]1[CH:15]=[C:14]([F:16])[CH:13]=[CH:12][C:3]=1[CH2:4][NH:5][C:6]1[S:7][C:8](=[CH:27][C:23]2[CH:24]=[CH:25][C:26]3[C:21](=[CH:20][CH:19]=[CH:18][N:17]=3)[N:22]=2)[C:9](=[O:11])[N:10]=1, predict the reactants needed to synthesize it. The reactants are: [Cl:1][C:2]1[CH:15]=[C:14]([F:16])[CH:13]=[CH:12][C:3]=1[CH2:4][NH:5][C:6]1[S:7][CH2:8][C:9](=[O:11])[N:10]=1.[N:17]1[C:26]2[C:21](=[N:22][C:23]([CH:27]=O)=[CH:24][CH:25]=2)[CH:20]=[CH:19][CH:18]=1.C(O)(=O)C1C=CC=CC=1.N1CCCCC1. (3) The reactants are: [F:1][CH:2]([F:22])[O:3][CH2:4][CH2:5][C@H:6]([NH:17][C:18]([O:20][CH3:21])=[O:19])[C:7]([O:9]CC1C=CC=CC=1)=[O:8]. Given the product [F:1][CH:2]([F:22])[O:3][CH2:4][CH2:5][C@H:6]([NH:17][C:18]([O:20][CH3:21])=[O:19])[C:7]([OH:9])=[O:8], predict the reactants needed to synthesize it. (4) Given the product [CH2:14]([N:3]([CH2:1][CH3:2])[C:4](=[O:13])[C:5]1[CH:10]=[CH:9][CH:8]=[CH:7][C:6]=1[C:21]1[CH:22]=[CH:23][C:18]([O:17][CH3:16])=[CH:19][CH:20]=1)[CH3:15], predict the reactants needed to synthesize it. The reactants are: [CH2:1]([N:3]([CH2:14][CH3:15])[C:4](=[O:13])[C:5]1[CH:10]=[CH:9][CH:8]=[CH:7][C:6]=1OC)[CH3:2].[CH3:16][O:17][C:18]1[CH:23]=[CH:22][C:21](B2OCC(C)(C)CO2)=[CH:20][CH:19]=1. (5) Given the product [F:1][C:2]1[CH:7]=[C:6]([I:8])[CH:5]=[CH:4][C:3]=1[NH:9][C:10]1[C:11]([C:15]([O:17][CH3:18])=[O:16])=[CH:12][S:13][CH:14]=1, predict the reactants needed to synthesize it. The reactants are: [F:1][C:2]1[CH:7]=[C:6]([I:8])[CH:5]=[CH:4][C:3]=1[NH:9][C:10]1[CH2:14][S:13][CH2:12][C:11]=1[C:15]([O:17][CH3:18])=[O:16].ClC1C(=O)C(Cl)=C(Cl)C(=O)C=1Cl.